This data is from Forward reaction prediction with 1.9M reactions from USPTO patents (1976-2016). The task is: Predict the product of the given reaction. (1) Given the reactants [C:1]1([C:7]([OH:12])([CH2:9][CH:10]=C)[CH3:8])[CH:6]=[CH:5][CH:4]=[CH:3][CH:2]=1.[O:13]=[O+][O-].[BH4-].[Na+], predict the reaction product. The product is: [C:1]1([C:7]([OH:12])([CH3:8])[CH2:9][CH2:10][OH:13])[CH:6]=[CH:5][CH:4]=[CH:3][CH:2]=1. (2) Given the reactants Br[C:2]1[C:10]2[N:9]=[C:8]([N:11]3[CH2:16][CH2:15][N:14]([C:17]4[C:22]([C:23]([F:26])([F:25])[F:24])=[CH:21][CH:20]=[CH:19][N:18]=4)[CH2:13][CH2:12]3)[NH:7][C:6]=2[CH:5]=[C:4]([C:27]([F:30])([F:29])[F:28])[CH:3]=1.C([Sn](CCCC)(CCCC)[C:36]1[CH:41]=[CH:40][CH:39]=[CH:38][N:37]=1)CCC, predict the reaction product. The product is: [N:37]1[CH:38]=[CH:39][CH:40]=[CH:41][C:36]=1[C:2]1[C:10]2[NH:9][C:8]([N:11]3[CH2:12][CH2:13][N:14]([C:17]4[C:22]([C:23]([F:25])([F:24])[F:26])=[CH:21][CH:20]=[CH:19][N:18]=4)[CH2:15][CH2:16]3)=[N:7][C:6]=2[CH:5]=[C:4]([C:27]([F:30])([F:28])[F:29])[CH:3]=1.